Predict the reactants needed to synthesize the given product. From a dataset of Full USPTO retrosynthesis dataset with 1.9M reactions from patents (1976-2016). (1) Given the product [CH3:14][N:15]([CH3:16])[S:2]([C:5]1[CH:6]=[C:7]([CH:11]=[CH:12][CH:13]=1)[C:8]([OH:10])=[O:9])(=[O:4])=[O:3], predict the reactants needed to synthesize it. The reactants are: Cl[S:2]([C:5]1[CH:6]=[C:7]([CH:11]=[CH:12][CH:13]=1)[C:8]([OH:10])=[O:9])(=[O:4])=[O:3].[CH3:14][NH:15][CH3:16]. (2) The reactants are: [C:1]([NH2:5])([CH3:4])([CH3:3])[CH3:2].[CH:6]1([S:9](Cl)(=[O:11])=[O:10])[CH2:8][CH2:7]1. Given the product [C:1]([NH:5][S:9]([CH:6]1[CH2:8][CH2:7]1)(=[O:11])=[O:10])([CH3:4])([CH3:3])[CH3:2], predict the reactants needed to synthesize it.